This data is from NCI-60 drug combinations with 297,098 pairs across 59 cell lines. The task is: Regression. Given two drug SMILES strings and cell line genomic features, predict the synergy score measuring deviation from expected non-interaction effect. (1) Drug 1: C1=CC(=CC=C1CCCC(=O)O)N(CCCl)CCCl. Drug 2: CNC(=O)C1=NC=CC(=C1)OC2=CC=C(C=C2)NC(=O)NC3=CC(=C(C=C3)Cl)C(F)(F)F. Cell line: LOX IMVI. Synergy scores: CSS=41.9, Synergy_ZIP=-5.63, Synergy_Bliss=0.876, Synergy_Loewe=1.73, Synergy_HSA=4.24. (2) Drug 1: CNC(=O)C1=CC=CC=C1SC2=CC3=C(C=C2)C(=NN3)C=CC4=CC=CC=N4. Drug 2: CCC1(C2=C(COC1=O)C(=O)N3CC4=CC5=C(C=CC(=C5CN(C)C)O)N=C4C3=C2)O.Cl. Cell line: HOP-62. Synergy scores: CSS=49.8, Synergy_ZIP=4.95, Synergy_Bliss=8.27, Synergy_Loewe=-29.3, Synergy_HSA=2.75. (3) Drug 1: CCCCC(=O)OCC(=O)C1(CC(C2=C(C1)C(=C3C(=C2O)C(=O)C4=C(C3=O)C=CC=C4OC)O)OC5CC(C(C(O5)C)O)NC(=O)C(F)(F)F)O. Drug 2: C#CCC(CC1=CN=C2C(=N1)C(=NC(=N2)N)N)C3=CC=C(C=C3)C(=O)NC(CCC(=O)O)C(=O)O. Cell line: NCIH23. Synergy scores: CSS=25.2, Synergy_ZIP=3.85, Synergy_Bliss=7.26, Synergy_Loewe=2.14, Synergy_HSA=1.52. (4) Drug 1: CC1=C(C=C(C=C1)NC(=O)C2=CC=C(C=C2)CN3CCN(CC3)C)NC4=NC=CC(=N4)C5=CN=CC=C5. Drug 2: CC1C(C(CC(O1)OC2CC(OC(C2O)C)OC3=CC4=CC5=C(C(=O)C(C(C5)C(C(=O)C(C(C)O)O)OC)OC6CC(C(C(O6)C)O)OC7CC(C(C(O7)C)O)OC8CC(C(C(O8)C)O)(C)O)C(=C4C(=C3C)O)O)O)O. Cell line: OVCAR-4. Synergy scores: CSS=21.9, Synergy_ZIP=0.0182, Synergy_Bliss=-0.526, Synergy_Loewe=-14.1, Synergy_HSA=-0.632. (5) Synergy scores: CSS=-4.22, Synergy_ZIP=2.90, Synergy_Bliss=1.44, Synergy_Loewe=-3.39, Synergy_HSA=-3.10. Drug 2: CCCS(=O)(=O)NC1=C(C(=C(C=C1)F)C(=O)C2=CNC3=C2C=C(C=N3)C4=CC=C(C=C4)Cl)F. Cell line: NCIH23. Drug 1: CC1=CC2C(CCC3(C2CCC3(C(=O)C)OC(=O)C)C)C4(C1=CC(=O)CC4)C. (6) Drug 1: C1CCC(CC1)NC(=O)N(CCCl)N=O. Drug 2: CCC1(C2=C(COC1=O)C(=O)N3CC4=CC5=C(C=CC(=C5CN(C)C)O)N=C4C3=C2)O.Cl. Cell line: HOP-62. Synergy scores: CSS=50.5, Synergy_ZIP=-0.133, Synergy_Bliss=3.56, Synergy_Loewe=-35.8, Synergy_HSA=-0.831.